From a dataset of Catalyst prediction with 721,799 reactions and 888 catalyst types from USPTO. Predict which catalyst facilitates the given reaction. (1) Reactant: C1([Li])C=CC=CC=1.[Cl-].[C:9]1([CH2:14][P+](C2C=CC=CC=2)(C2C=CC=CC=2)C2C=CC=CC=2)[S:13][CH:12]=[CH:11][CH:10]=1.[CH3:34][O:35][C:36]1[C:47]2=[C:48]3[N:43]([CH2:44][CH2:45][CH2:46]2)[CH2:42][CH2:41][CH2:40][C:39]3=[CH:38][C:37]=1[CH:49]=O.O. Product: [CH3:34][O:35][C:36]1[C:47]2=[C:48]3[N:43]([CH2:44][CH2:45][CH2:46]2)[CH2:42][CH2:41][CH2:40][C:39]3=[CH:38][C:37]=1[CH:49]=[CH:14][C:9]1[S:13][CH:12]=[CH:11][CH:10]=1. The catalyst class is: 54. (2) Reactant: [F:1][C:2]([F:15])([F:14])[S:3]([O:6]S(C(F)(F)F)(=O)=O)(=[O:5])=[O:4].[Cl:16][C:17]1[CH:22]=[C:21]([C:23]([NH:25][CH2:26][C:27]2[CH:32]=[CH:31][CH:30]=[C:29]([O:33][Si:34]([C:37]([CH3:40])([CH3:39])[CH3:38])([CH3:36])[CH3:35])[CH:28]=2)=[O:24])[CH:20]=[C:19]([CH3:41])[C:18]=1O.C(N(CC)CC)C. Product: [F:1][C:2]([F:15])([F:14])[S:3]([O:6][C:18]1[C:19]([CH3:41])=[CH:20][C:21]([C:23]([NH:25][CH2:26][C:27]2[CH:32]=[CH:31][CH:30]=[C:29]([O:33][Si:34]([C:37]([CH3:39])([CH3:38])[CH3:40])([CH3:35])[CH3:36])[CH:28]=2)=[O:24])=[CH:22][C:17]=1[Cl:16])(=[O:5])=[O:4]. The catalyst class is: 4.